This data is from Forward reaction prediction with 1.9M reactions from USPTO patents (1976-2016). The task is: Predict the product of the given reaction. (1) Given the reactants [CH3:1][O:2][C:3]1[N:8]=[C:7]([C:9]2[CH:13]=[CH:12][S:11][C:10]=2[CH:14]=O)[CH:6]=[CH:5][CH:4]=1.[CH3:16][C:17]([CH3:19])=[O:18].[OH-].[Na+].Cl, predict the reaction product. The product is: [CH3:1][O:2][C:3]1[N:8]=[C:7]([C:9]2[CH:13]=[CH:12][S:11][C:10]=2/[CH:14]=[CH:16]/[C:17](=[O:18])[CH3:19])[CH:6]=[CH:5][CH:4]=1. (2) Given the reactants C([S@@]([NH:7][C@@H:8]([C:10]1[CH:22]=[CH:21][C:13]([C:14]([O:16]C(C)(C)C)=[O:15])=[CH:12][CH:11]=1)[CH3:9])=O)(C)(C)C.[ClH:23], predict the reaction product. The product is: [ClH:23].[NH2:7][C@@H:8]([C:10]1[CH:22]=[CH:21][C:13]([C:14]([OH:16])=[O:15])=[CH:12][CH:11]=1)[CH3:9].